This data is from Peptide-MHC class I binding affinity with 185,985 pairs from IEDB/IMGT. The task is: Regression. Given a peptide amino acid sequence and an MHC pseudo amino acid sequence, predict their binding affinity value. This is MHC class I binding data. (1) The peptide sequence is YNDWEGNEL. The MHC is HLA-A02:11 with pseudo-sequence HLA-A02:11. The binding affinity (normalized) is 0.0847. (2) The peptide sequence is SHGIDVTDL. The MHC is HLA-A11:01 with pseudo-sequence HLA-A11:01. The binding affinity (normalized) is 0.0847. (3) The peptide sequence is VVYMDMGVR. The MHC is HLA-A02:12 with pseudo-sequence HLA-A02:12. The binding affinity (normalized) is 0.0847. (4) The peptide sequence is YNLSLSAAV. The MHC is HLA-A02:01 with pseudo-sequence HLA-A02:01. The binding affinity (normalized) is 0.488. (5) The binding affinity (normalized) is 0. The peptide sequence is HRCQAIRK. The MHC is HLA-B45:01 with pseudo-sequence HLA-B45:01. (6) The peptide sequence is QRKRRWRRR. The MHC is Mamu-B08 with pseudo-sequence Mamu-B08. The binding affinity (normalized) is 0.363.